From a dataset of Full USPTO retrosynthesis dataset with 1.9M reactions from patents (1976-2016). Predict the reactants needed to synthesize the given product. Given the product [N+:1]([C:4]1[CH:5]=[C:6]2[C:10](=[CH:11][CH:12]=1)[CH2:9][N:8]([CH2:16][C:15]#[CH:14])[CH2:7]2)([O-:3])=[O:2], predict the reactants needed to synthesize it. The reactants are: [N+:1]([C:4]1[CH:5]=[C:6]2[C:10](=[CH:11][CH:12]=1)[CH2:9][NH:8][CH2:7]2)([O-:3])=[O:2].Br[CH2:14][C:15]#[CH:16].C([O-])([O-])=O.[K+].[K+].